Predict the product of the given reaction. From a dataset of Forward reaction prediction with 1.9M reactions from USPTO patents (1976-2016). Given the reactants [F:1][C:2]([F:27])([F:26])[C:3]1[CH:25]=[CH:24][CH:23]=[CH:22][C:4]=1[O:5][CH:6]1[CH2:11][CH2:10][N:9]([C:12]2[N:17]=[N:16][C:15]([C:18]([O:20]C)=[O:19])=[CH:14][CH:13]=2)[CH2:8][CH2:7]1.[Li+].[OH-].Cl, predict the reaction product. The product is: [F:26][C:2]([F:1])([F:27])[C:3]1[CH:25]=[CH:24][CH:23]=[CH:22][C:4]=1[O:5][CH:6]1[CH2:11][CH2:10][N:9]([C:12]2[N:17]=[N:16][C:15]([C:18]([OH:20])=[O:19])=[CH:14][CH:13]=2)[CH2:8][CH2:7]1.